This data is from Catalyst prediction with 721,799 reactions and 888 catalyst types from USPTO. The task is: Predict which catalyst facilitates the given reaction. Reactant: [Cl:1][C:2]1[CH:3]=[C:4]2[C:8](=[C:9]([F:11])[CH:10]=1)[NH:7][C:6]([C:12]1[CH:13]=[N:14][CH:15]=[CH:16][CH:17]=1)=[CH:5]2.[H-].[Na+].I[CH3:21].O. Product: [Cl:1][C:2]1[CH:3]=[C:4]2[C:8](=[C:9]([F:11])[CH:10]=1)[N:7]([CH3:21])[C:6]([C:12]1[CH:13]=[N:14][CH:15]=[CH:16][CH:17]=1)=[CH:5]2. The catalyst class is: 3.